The task is: Predict the product of the given reaction.. This data is from Forward reaction prediction with 1.9M reactions from USPTO patents (1976-2016). (1) Given the reactants Cl.Cl.CO[C:5]1[CH:22]=[CH:21][C:8]([C:9]2[CH:14]=[CH:13][C:12]([C@H:15]3[CH2:20][NH:19][CH2:18][CH2:17][NH:16]3)=[CH:11][CH:10]=2)=[CH:7][CH:6]=1.C(N(CC)CC)C.Cl[C:31]1[N:36]([CH3:37])[C:35](=[O:38])[CH:34]=[C:33]([C:39]2[CH:44]=[CH:43][N:42]=[CH:41][CH:40]=2)[N:32]=1.[O:45]1CCC[CH2:46]1, predict the reaction product. The product is: [CH3:46][O:45][C:12]1([C@H:15]2[NH:16][CH2:17][CH2:18][N:19]([C:31]3[N:36]([CH3:37])[C:35](=[O:38])[CH:34]=[C:33]([C:39]4[CH:44]=[CH:43][N:42]=[CH:41][CH:40]=4)[N:32]=3)[CH2:20]2)[CH:11]=[CH:10][C:9]([C:8]2[CH:7]=[CH:6][CH:5]=[CH:22][CH:21]=2)=[CH:14][CH2:13]1. (2) Given the reactants Cl.[Cl:2][C:3]1[CH:4]=[C:5]([C:10]2[C:15]([CH2:16][NH2:17])=[CH:14][CH:13]=[C:12]([C:18]([F:21])([F:20])[F:19])[N:11]=2)[CH:6]=[CH:7][C:8]=1[F:9].[F:22][C:23]1[CH:24]=[C:25]([CH:35]([CH3:39])[C:36](O)=[O:37])[CH:26]=[CH:27][C:28]=1[CH2:29][NH:30][S:31]([CH3:34])(=[O:33])=[O:32].F[B-](F)(F)F.N1(OC(N(C)C)=[N+](C)C)C2C=CC=CC=2N=N1.C(N(C(C)C)C(C)C)C, predict the reaction product. The product is: [Cl:2][C:3]1[CH:4]=[C:5]([C:10]2[C:15]([CH2:16][NH:17][C:36](=[O:37])[CH:35]([C:25]3[CH:26]=[CH:27][C:28]([CH2:29][NH:30][S:31]([CH3:34])(=[O:32])=[O:33])=[C:23]([F:22])[CH:24]=3)[CH3:39])=[CH:14][CH:13]=[C:12]([C:18]([F:20])([F:21])[F:19])[N:11]=2)[CH:6]=[CH:7][C:8]=1[F:9]. (3) Given the reactants [CH:1]1([CH2:6][OH:7])[CH2:5][CH:4]=[CH:3][CH2:2]1.[Cl:8][C:9]1[C:10](F)=[CH:11][C:12]([F:22])=[C:13]([CH:21]=1)[C:14]([O:16][C:17]([CH3:20])([CH3:19])[CH3:18])=[O:15].C(=O)([O-])[O-].[Cs+].[Cs+], predict the reaction product. The product is: [Cl:8][C:9]1[C:10]([O:7][CH2:6][CH:1]2[CH2:5][CH:4]=[CH:3][CH2:2]2)=[CH:11][C:12]([F:22])=[C:13]([CH:21]=1)[C:14]([O:16][C:17]([CH3:18])([CH3:19])[CH3:20])=[O:15]. (4) Given the reactants [CH2:1]([NH:8][C:9](=[O:31])[N:10]([C:12]1[N:17]=[C:16]([C:18]2[CH:23]=[CH:22][C:21]([CH:24]=[CH:25][C:26]([O:28]CC)=[O:27])=[CH:20][CH:19]=2)[CH:15]=[CH:14][CH:13]=1)[CH3:11])[CH2:2][CH2:3][CH2:4][CH2:5][CH2:6][CH3:7].[OH-].[Na+].C(NC(=O)N(C1N=C(C2C=CC(CCC(OCC)=O)=CC=2)C=CC=1)C)CCCCCC.O1CCCC1.CO, predict the reaction product. The product is: [CH2:1]([NH:8][C:9](=[O:31])[N:10]([C:12]1[N:17]=[C:16]([C:18]2[CH:23]=[CH:22][C:21]([CH2:24][CH2:25][C:26]([OH:28])=[O:27])=[CH:20][CH:19]=2)[CH:15]=[CH:14][CH:13]=1)[CH3:11])[CH2:2][CH2:3][CH2:4][CH2:5][CH2:6][CH3:7]. (5) Given the reactants [NH2:1][N:2]1[N:11]=[C:10]([CH3:12])[C:9]2[C:4](=[CH:5][CH:6]=[CH:7][CH:8]=2)[C:3]1=[O:13].[F:14][C:15]1[CH:16]=[C:17]([CH2:22][C:23](O)=[O:24])[CH:18]=[C:19]([F:21])[CH:20]=1, predict the reaction product. The product is: [F:14][C:15]1[CH:16]=[C:17]([CH2:22][C:23]([NH:1][N:2]2[N:11]=[C:10]([CH3:12])[C:9]3[C:4](=[CH:5][CH:6]=[CH:7][CH:8]=3)[C:3]2=[O:13])=[O:24])[CH:18]=[C:19]([F:21])[CH:20]=1. (6) Given the reactants Cl.[Cl:2][C:3]1[CH:4]=[C:5]([C:9]2[C:14]3[N:15]([CH2:32][C@H:33]4[CH2:38][CH2:37][C@H:36]([CH3:39])[CH2:35][CH2:34]4)[C:16]([N:18]4[CH2:23][CH2:22][N:21](C(OC(C)(C)C)=O)[CH2:20][C@H:19]4[CH3:31])=[N:17][C:13]=3[CH:12]=[C:11]([C:40]3[NH:44][C:43](=[O:45])[O:42][N:41]=3)[N:10]=2)[CH:6]=[N:7][CH:8]=1, predict the reaction product. The product is: [Cl:2][C:3]1[CH:4]=[C:5]([C:9]2[C:14]3[N:15]([CH2:32][C@H:33]4[CH2:34][CH2:35][C@H:36]([CH3:39])[CH2:37][CH2:38]4)[C:16]([N:18]4[CH2:23][CH2:22][NH:21][CH2:20][C@H:19]4[CH3:31])=[N:17][C:13]=3[CH:12]=[C:11]([C:40]3[NH:44][C:43](=[O:45])[O:42][N:41]=3)[N:10]=2)[CH:6]=[N:7][CH:8]=1. (7) The product is: [ClH:20].[CH2:1]([O:8][CH:9]1[CH2:10][NH:11][CH2:12]1)[C:2]1[CH:3]=[CH:4][CH:5]=[CH:6][CH:7]=1. Given the reactants [CH2:1]([O:8][CH:9]1[CH2:12][N:11](C(OC(C)(C)C)=O)[CH2:10]1)[C:2]1[CH:7]=[CH:6][CH:5]=[CH:4][CH:3]=1.[ClH:20], predict the reaction product. (8) Given the reactants Br[C:2]1[CH:3]=[C:4]([N:8]2[CH2:12][CH2:11][N:10]([C:13]3[CH:23]=[CH:22][C:16]([C:17]([O:19][CH2:20]C)=[O:18])=[CH:15][CH:14]=3)[C:9]2=[O:24])[CH:5]=[CH:6][CH:7]=1.I[C:26]1[CH:27]=[C:28](N2CCN([C:26]3[CH:31]=[CH:30][C:29](C(OC)=O)=[CH:28][CH:27]=3)C2=O)[CH:29]=[CH:30][CH:31]=1, predict the reaction product. The product is: [CH:26]1([C:2]2[CH:3]=[C:4]([N:8]3[CH2:12][CH2:11][N:10]([C:13]4[CH:23]=[CH:22][C:16]([C:17]([O:19][CH3:20])=[O:18])=[CH:15][CH:14]=4)[C:9]3=[O:24])[CH:5]=[CH:6][CH:7]=2)[CH2:27][CH2:28][CH2:29][CH2:30][CH2:31]1.